The task is: Regression. Given a peptide amino acid sequence and an MHC pseudo amino acid sequence, predict their binding affinity value. This is MHC class I binding data.. This data is from Peptide-MHC class I binding affinity with 185,985 pairs from IEDB/IMGT. (1) The peptide sequence is LAYSYHDL. The MHC is H-2-Db with pseudo-sequence H-2-Db. The binding affinity (normalized) is 0.0555. (2) The peptide sequence is TLALSLTFI. The MHC is HLA-A02:03 with pseudo-sequence HLA-A02:03. The binding affinity (normalized) is 0.996. (3) The MHC is HLA-A02:01 with pseudo-sequence HLA-A02:01. The peptide sequence is IMGAVLIWV. The binding affinity (normalized) is 0.623.